This data is from Forward reaction prediction with 1.9M reactions from USPTO patents (1976-2016). The task is: Predict the product of the given reaction. (1) Given the reactants FC(F)(F)C(O)=O.[C:8]([C:11]1[CH2:12][CH2:13][NH:14][CH2:15][CH:16]=1)(=[O:10])[NH2:9].Cl[C:18]1[C:19]2[C:27]([CH3:28])=[CH:26][N:25]([C:29]3[C:33]([CH:34]([CH3:36])C)=[CH:32][S:31][C:30]=3[CH3:37])[C:20]=2[N:21]=[C:22]([CH3:24])[N:23]=1.[CH:38](N(C(C)C)CC)([CH3:40])[CH3:39].C(=O)([O-])O.[Na+], predict the reaction product. The product is: [C:8]([C:11]1[CH2:16][CH2:15][N:14]([C:18]2[C:19]3[C:27]([CH3:28])=[CH:26][N:25]([C:29]4[CH:33]=[CH:34][C:36]([CH:38]([CH3:40])[CH3:39])=[CH:37][C:30]=4[S:31][CH3:32])[C:20]=3[N:21]=[C:22]([CH3:24])[N:23]=2)[CH2:13][CH:12]=1)(=[O:10])[NH2:9]. (2) Given the reactants C([N:4]1[C:8]2[CH:9]=[CH:10][CH:11]=[CH:12][C:7]=2[N:6]([CH2:13][C:14]2[C:23]3[C:18](=[CH:19][CH:20]=[CH:21][CH:22]=3)[CH:17]=[CH:16][CH:15]=2)[C:5]1=[O:24])(C)=C.O.Cl.C(Cl)Cl, predict the reaction product. The product is: [C:14]1([CH2:13][N:6]2[C:7]3[CH:12]=[CH:11][CH:10]=[CH:9][C:8]=3[NH:4][C:5]2=[O:24])[C:23]2[C:18](=[CH:19][CH:20]=[CH:21][CH:22]=2)[CH:17]=[CH:16][CH:15]=1. (3) Given the reactants [NH:1]1[C:9]2[C:4](=[CH:5][CH:6]=[CH:7][CH:8]=2)[CH2:3][C@H:2]1[C:10]([OH:12])=[O:11].CCN(C(C)C)C(C)C.Cl[C:23]([O:25][CH2:26][C:27]1[CH:32]=[CH:31][CH:30]=[CH:29][CH:28]=1)=[O:24], predict the reaction product. The product is: [CH2:26]([O:25][C:23]([N:1]1[C:9]2[C:4](=[CH:5][CH:6]=[CH:7][CH:8]=2)[CH2:3][C@H:2]1[C:10]([OH:12])=[O:11])=[O:24])[C:27]1[CH:32]=[CH:31][CH:30]=[CH:29][CH:28]=1. (4) Given the reactants [OH:1][C@H:2]([C@@H:16]([NH:38]C(=O)OC(C)(C)C)[CH2:17][C@H:18]([CH2:22][NH:23][C:24](=[O:37])[C:25]1[CH:30]=[CH:29][CH:28]=[CH:27][C:26]=1[O:31][CH2:32][CH2:33][CH2:34][O:35][CH3:36])[CH:19]([CH3:21])[CH3:20])[CH2:3][NH:4][C:5](=[O:15])[C:6]([CH3:14])([CH:8]1[CH2:13][CH2:12][O:11][CH2:10][CH2:9]1)[CH3:7].[ClH:46], predict the reaction product. The product is: [ClH:46].[NH2:38][C@H:16]([C@@H:2]([OH:1])[CH2:3][NH:4][C:5](=[O:15])[C:6]([CH3:14])([CH:8]1[CH2:9][CH2:10][O:11][CH2:12][CH2:13]1)[CH3:7])[CH2:17][C@@H:18]([CH:19]([CH3:21])[CH3:20])[CH2:22][NH:23][C:24](=[O:37])[C:25]1[CH:30]=[CH:29][CH:28]=[CH:27][C:26]=1[O:31][CH2:32][CH2:33][CH2:34][O:35][CH3:36]. (5) Given the reactants [F:1][C:2]([F:16])([F:15])[C:3]([NH:5][C:6]1[CH:14]=[CH:13][C:9]([C:10]([OH:12])=[O:11])=[CH:8][CH:7]=1)=[O:4].[CH3:17][Si](C=[N+]=[N-])(C)C, predict the reaction product. The product is: [F:1][C:2]([F:15])([F:16])[C:3]([NH:5][C:6]1[CH:7]=[CH:8][C:9]([C:10]([O:12][CH3:17])=[O:11])=[CH:13][CH:14]=1)=[O:4]. (6) Given the reactants Br[C:2]1[CH:3]=[C:4]([CH:10]=[CH:11][C:12]=1[C:13]#[N:14])[C:5]([O:7][CH2:8][CH3:9])=[O:6].C(=O)([O-])[O-].[Cs+].[Cs+].[CH3:21][CH2:22][CH:23]([NH2:26])[CH2:24][CH3:25].CC1(C)C2C(=C(P(C3C=CC=CC=3)C3C=CC=CC=3)C=CC=2)OC2C(P(C3C=CC=CC=3)C3C=CC=CC=3)=CC=CC1=2, predict the reaction product. The product is: [C:13]([C:12]1[CH:11]=[CH:10][C:4]([C:5]([O:7][CH2:8][CH3:9])=[O:6])=[CH:3][C:2]=1[NH:26][CH:23]([CH2:24][CH3:25])[CH2:22][CH3:21])#[N:14]. (7) Given the reactants [Br:1][C:2]1[CH:3]=[CH:4][C:5](F)=[C:6]([CH:17]=1)[C:7]([C:9]1([OH:16])[CH2:14][CH2:13][C:12](=[O:15])[CH2:11][CH2:10]1)=[O:8].CC([O-])(C)C.[K+], predict the reaction product. The product is: [Br:1][C:2]1[CH:3]=[CH:4][C:5]2[O:16][C:9]3([CH2:14][CH2:13][C:12](=[O:15])[CH2:11][CH2:10]3)[C:7](=[O:8])[C:6]=2[CH:17]=1.